Dataset: Catalyst prediction with 721,799 reactions and 888 catalyst types from USPTO. Task: Predict which catalyst facilitates the given reaction. Reactant: Br[CH2:2][C:3](=O)[CH2:4][C@@H:5]1[CH2:10][CH2:9][CH2:8][CH2:7][N:6]1C(OC(C)(C)C)=O.[CH3:19][C:20]1[C:21]([NH2:27])=[N:22][CH:23]=[N:24][C:25]=1[CH3:26]. Product: [CH3:26][C:25]1[N:24]=[CH:23][N:22]2[CH:2]=[C:3]([CH2:4][C@@H:5]3[CH2:10][CH2:9][CH2:8][CH2:7][NH:6]3)[N:27]=[C:21]2[C:20]=1[CH3:19]. The catalyst class is: 3.